From a dataset of Forward reaction prediction with 1.9M reactions from USPTO patents (1976-2016). Predict the product of the given reaction. (1) Given the reactants [CH2:1]([P:10](=[O:17])([O:14][CH2:15][CH3:16])[O:11][CH2:12][CH3:13])P(=O)(OCC)OCC.[H-].[Na+].[CH:20]([C:22]1[C:23]([NH:33][C:34](=[O:58])[CH2:35][C:36]2[CH:41]=[CH:40][C:39]([O:42][CH2:43][C:44]3[N:45]=[C:46]([C:50]4[CH:55]=[CH:54][CH:53]=[CH:52][CH:51]=4)[O:47][C:48]=3[CH3:49])=[C:38]([O:56][CH3:57])[CH:37]=2)=[N:24][N:25]([C:27]2[CH:32]=[CH:31][CH:30]=[CH:29][CH:28]=2)[CH:26]=1)=O.O, predict the reaction product. The product is: [CH3:57][O:56][C:38]1[CH:37]=[C:36]([CH2:35][C:34]([NH:33][C:23]2[C:22](/[CH:20]=[CH:1]/[P:10](=[O:17])([O:11][CH2:12][CH3:13])[O:14][CH2:15][CH3:16])=[CH:26][N:25]([C:27]3[CH:32]=[CH:31][CH:30]=[CH:29][CH:28]=3)[N:24]=2)=[O:58])[CH:41]=[CH:40][C:39]=1[O:42][CH2:43][C:44]1[N:45]=[C:46]([C:50]2[CH:51]=[CH:52][CH:53]=[CH:54][CH:55]=2)[O:47][C:48]=1[CH3:49]. (2) The product is: [C:1]1([C:7]2[S:11][C:10]([CH2:12][OH:13])=[N:9][N:8]=2)[CH:2]=[CH:3][CH:4]=[CH:5][CH:6]=1. Given the reactants [C:1]1([C:7]2[S:11][C:10]([C:12](OCC)=[O:13])=[N:9][N:8]=2)[CH:6]=[CH:5][CH:4]=[CH:3][CH:2]=1.CO.[BH4-].[Na+], predict the reaction product. (3) Given the reactants Cl.[CH3:2][C:3]1[CH:4]=[CH:5][C:6]([C:10]([F:13])([F:12])[F:11])=[C:7]([CH:9]=1)[NH2:8].[N:14]([O-])=O.[Na+].[Cl:18][Sn]Cl.Cl.C(O)(C(F)(F)F)=O, predict the reaction product. The product is: [ClH:18].[CH3:2][C:3]1[CH:4]=[CH:5][C:6]([C:10]([F:11])([F:12])[F:13])=[C:7]([NH:8][NH2:14])[CH:9]=1. (4) Given the reactants [CH2:1]([N:8]1[C:20]2[CH:19]=[C:18](C(OC)=O)[CH:17]=[CH:16][C:15]=2[C:14]2[C:9]1=[CH:10][C:11]([C:27]1[C:28]([CH3:33])=[N:29][O:30][C:31]=1[CH3:32])=[CH:12][C:13]=2[C:25]#[N:26])[C:2]1[CH:7]=[CH:6][CH:5]=[CH:4][CH:3]=1.[CH3:34][Li].C([O:38][CH2:39][CH3:40])C, predict the reaction product. The product is: [CH2:1]([N:8]1[C:9]2[CH:10]=[C:11]([C:27]3[C:28]([CH3:33])=[N:29][O:30][C:31]=3[CH3:32])[CH:12]=[C:13]([C:25]#[N:26])[C:14]=2[C:15]2[C:20]1=[CH:19][C:18]([C:39]([OH:38])([CH3:40])[CH3:34])=[CH:17][CH:16]=2)[C:2]1[CH:3]=[CH:4][CH:5]=[CH:6][CH:7]=1. (5) Given the reactants [OH:1][C:2]1[CH:3]=[C:4]2[C:9](=[CH:10][CH:11]=1)[N:8]1[CH:12]=[N:13][C:14]([CH2:15][CH:16]3[CH2:21][CH2:20][CH2:19][N:18]([C:22]([O:24][C:25]([CH3:28])([CH3:27])[CH3:26])=[O:23])[C:17]3=[O:29])=[C:7]1[CH2:6][CH2:5]2.C(=O)([O-])[O-].[K+].[K+].[CH2:36](I)[CH3:37].O, predict the reaction product. The product is: [CH2:36]([O:1][C:2]1[CH:3]=[C:4]2[C:9](=[CH:10][CH:11]=1)[N:8]1[CH:12]=[N:13][C:14]([CH2:15][CH:16]3[CH2:21][CH2:20][CH2:19][N:18]([C:22]([O:24][C:25]([CH3:26])([CH3:28])[CH3:27])=[O:23])[C:17]3=[O:29])=[C:7]1[CH2:6][CH2:5]2)[CH3:37]. (6) Given the reactants [CH:1]1([Mg]Br)[CH2:3][CH2:2]1.[Li+].[Cl-].COC([C:17]1[C:22]([C:23]([C:25]2[C:26]([CH:31](OC)[C:32]3[CH:37]=[CH:36]C=CC=3)=NC=NC=2)=[O:24])=[CH:21][N:20]=[CH:19][N:18]=1)C1C=CC=CC=1.C1C[O:43][CH2:42]C1, predict the reaction product. The product is: [CH3:42][O:43][C:32]1[CH:31]=[CH:26][C:25]([C:23]([OH:24])([C:22]2[CH:17]=[N:18][CH:19]=[N:20][CH:21]=2)[CH:1]2[CH2:3][CH2:2]2)=[CH:36][CH:37]=1. (7) Given the reactants [O:1]1[CH:5]=[CH:4][CH:3]=[C:2]1[C:6]([C:8](=[C:11]([S:14][CH3:15])SC)[C:9]#[N:10])=O.[CH3:16][O:17][CH2:18][CH2:19][N:20]([CH2:22][C:23]1[CH:34]=[CH:33][C:26]([C:27]([NH:29][C:30]([NH2:32])=[NH:31])=[O:28])=[CH:25][CH:24]=1)[CH3:21].C(N(CC)CC)C, predict the reaction product. The product is: [C:9]([C:8]1[C:6]([C:2]2[O:1][CH:5]=[CH:4][CH:3]=2)=[N:31][C:30]([NH:29][C:27](=[O:28])[C:26]2[CH:25]=[CH:24][C:23]([CH2:22][N:20]([CH2:19][CH2:18][O:17][CH3:16])[CH3:21])=[CH:34][CH:33]=2)=[N:32][C:11]=1[S:14][CH3:15])#[N:10]. (8) Given the reactants [OH:1][C:2]1[CH:19]=[CH:18][C:5]([C:6]([O:8][CH2:9][C:10]2[CH:15]=[CH:14][C:13]([O:16][CH3:17])=[CH:12][CH:11]=2)=[O:7])=[CH:4][CH:3]=1.C(=O)([O-])[O-].[K+].[K+].Br[CH2:27][CH2:28][OH:29], predict the reaction product. The product is: [OH:29][CH2:28][CH2:27][O:1][C:2]1[CH:3]=[CH:4][C:5]([C:6]([O:8][CH2:9][C:10]2[CH:15]=[CH:14][C:13]([O:16][CH3:17])=[CH:12][CH:11]=2)=[O:7])=[CH:18][CH:19]=1. (9) Given the reactants C[O:2][C:3](=[O:37])[C:4]1[CH:9]=[CH:8][C:7]([C:10](=[O:36])[CH:11]([C:25]2[CH:30]=[CH:29][C:28]([O:31][C:32]([F:35])([F:34])[F:33])=[CH:27][CH:26]=2)[CH2:12][C:13]([C:15]2[CH:20]=[CH:19][C:18]([C:21]([CH3:24])([CH3:23])[CH3:22])=[CH:17][CH:16]=2)=[O:14])=[CH:6][CH:5]=1.[OH-].[Na+], predict the reaction product. The product is: [C:21]([C:18]1[CH:17]=[CH:16][C:15]([C:13](=[O:14])[CH2:12][CH:11]([C:25]2[CH:30]=[CH:29][C:28]([O:31][C:32]([F:34])([F:35])[F:33])=[CH:27][CH:26]=2)[C:10]([C:7]2[CH:8]=[CH:9][C:4]([C:3]([OH:37])=[O:2])=[CH:5][CH:6]=2)=[O:36])=[CH:20][CH:19]=1)([CH3:24])([CH3:22])[CH3:23].